Dataset: Reaction yield outcomes from USPTO patents with 853,638 reactions. Task: Predict the reaction yield, written as a fraction of the theoretical maximum amount of product (1.0 means a 100% yield; for example, 0.34 means a 34% yield). The reactants are [NH2:1][C@@H:2]1[C:11]2[C:6](=[CH:7][CH:8]=[CH:9][CH:10]=2)[C@H:5]([OH:12])[CH2:4][CH2:3]1.[H-].[Na+].F[C:16]1[CH:17]=[CH:18][C:19]2[N:20]([C:22]([N:25]3[CH2:31][CH2:30][CH2:29][O:28][CH2:27][CH2:26]3)=[N:23][N:24]=2)[CH:21]=1. The catalyst is CN(C=O)C.O. The product is [O:28]1[CH2:29][CH2:30][CH2:31][N:25]([C:22]2[N:20]3[CH:21]=[C:16]([O:12][C@H:5]4[C:6]5[C:11](=[CH:10][CH:9]=[CH:8][CH:7]=5)[C@@H:2]([NH2:1])[CH2:3][CH2:4]4)[CH:17]=[CH:18][C:19]3=[N:24][N:23]=2)[CH2:26][CH2:27]1. The yield is 0.400.